The task is: Predict the reactants needed to synthesize the given product.. This data is from Full USPTO retrosynthesis dataset with 1.9M reactions from patents (1976-2016). (1) Given the product [O:11]=[C:12]1[CH2:16][N:15]([C:17]([O:19][CH2:20][CH2:21][Si:22]([CH3:24])([CH3:25])[CH3:23])=[O:18])[C@H:14]([C:26]([O:28][CH3:29])=[O:27])[CH2:13]1, predict the reactants needed to synthesize it. The reactants are: CS(C)=O.C(Cl)(=O)C(Cl)=O.[OH:11][C@H:12]1[CH2:16][N:15]([C:17]([O:19][CH2:20][CH2:21][Si:22]([CH3:25])([CH3:24])[CH3:23])=[O:18])[C@H:14]([C:26]([O:28][CH3:29])=[O:27])[CH2:13]1.CCN(C(C)C)C(C)C. (2) Given the product [ClH:35].[F:1][C:2]1[CH:7]=[C:6]([C:8]2[N:13]=[C:12]3[N:14]([CH2:17][C:18]4[CH:19]=[C:20]5[C:25](=[CH:26][CH:27]=4)[N:24]=[CH:23][CH:22]=[CH:21]5)[N:15]=[N:16][C:11]3=[CH:10][CH:9]=2)[CH:5]=[CH:4][C:3]=1[CH2:28][OH:29], predict the reactants needed to synthesize it. The reactants are: [F:1][C:2]1[CH:7]=[C:6]([C:8]2[N:13]=[C:12]3[N:14]([CH2:17][C:18]4[CH:19]=[C:20]5[C:25](=[CH:26][CH:27]=4)[N:24]=[CH:23][CH:22]=[CH:21]5)[N:15]=[N:16][C:11]3=[CH:10][CH:9]=2)[CH:5]=[CH:4][C:3]=1[CH2:28][OH:29].CCOCC.[ClH:35].